Dataset: Full USPTO retrosynthesis dataset with 1.9M reactions from patents (1976-2016). Task: Predict the reactants needed to synthesize the given product. (1) Given the product [N:51]([CH2:16][CH2:15][O:14][CH2:13][C@H:11]1[O:10][N:9]=[C:8]([C:5]2[CH:4]=[CH:3][C:2]([Br:1])=[CH:7][N:6]=2)[CH2:12]1)=[N+:52]=[N-:53], predict the reactants needed to synthesize it. The reactants are: [Br:1][C:2]1[CH:3]=[CH:4][C:5]([C:8]2[CH2:12][C@@H:11]([CH2:13][O:14][CH2:15][CH2:16]O)[O:10][N:9]=2)=[N:6][CH:7]=1.C1(P(C2C=CC=CC=2)C2C=CC=CC=2)C=CC=CC=1.C1(P([N:51]=[N+:52]=[N-:53])(C2C=CC=CC=2)=O)C=CC=CC=1.CC(OC(/N=N/C(OC(C)C)=O)=O)C. (2) Given the product [N+:24]([C:27]1[CH:32]=[CH:31][C:30]([NH:33][CH:34]2[CH2:35][CH2:36][CH:37]([O:40][CH2:41][C:42]([N:44]3[CH2:49][CH2:48][N:47]([CH2:2][C:3]4[CH:4]=[N:5][C:6]5[C:11]([CH:12]=4)=[CH:10][CH:9]=[C:8]([C:13]([F:16])([F:15])[F:14])[CH:7]=5)[CH2:46][CH2:45]3)=[O:43])[CH2:38][CH2:39]2)=[CH:29][C:28]=1[C:50]([F:53])([F:52])[F:51])([O-:26])=[O:25], predict the reactants needed to synthesize it. The reactants are: Cl[CH2:2][C:3]1[CH:4]=[N:5][C:6]2[C:11]([CH:12]=1)=[CH:10][CH:9]=[C:8]([C:13]([F:16])([F:15])[F:14])[CH:7]=2.C(=O)([O-])[O-].[K+].[K+].Cl.[N+:24]([C:27]1[CH:32]=[CH:31][C:30]([NH:33][CH:34]2[CH2:39][CH2:38][CH:37]([O:40][CH2:41][C:42]([N:44]3[CH2:49][CH2:48][NH:47][CH2:46][CH2:45]3)=[O:43])[CH2:36][CH2:35]2)=[CH:29][C:28]=1[C:50]([F:53])([F:52])[F:51])([O-:26])=[O:25]. (3) Given the product [CH:15]1([C:13]([C:6]2[C:7]([CH3:12])=[N:8][C:9]3[C:4]([C:5]=2[C:18]2[CH:19]=[CH:20][CH:21]=[CH:22][CH:23]=2)=[CH:3][C:2]([N:24]2[CH2:29][CH2:28][O:27][CH2:26][CH2:25]2)=[CH:11][CH:10]=3)=[O:14])[CH2:16][CH2:17]1, predict the reactants needed to synthesize it. The reactants are: Br[C:2]1[CH:3]=[C:4]2[C:9](=[CH:10][CH:11]=1)[N:8]=[C:7]([CH3:12])[C:6]([C:13]([CH:15]1[CH2:17][CH2:16]1)=[O:14])=[C:5]2[C:18]1[CH:23]=[CH:22][CH:21]=[CH:20][CH:19]=1.[NH:24]1[CH2:29][CH2:28][O:27][CH2:26][CH2:25]1.